This data is from hERG Central: cardiac toxicity at 1µM, 10µM, and general inhibition. The task is: Predict hERG channel inhibition at various concentrations. (1) The compound is Cc1cc(OCC(O)CN2CCc3ccccc3C2)cc(C(C)C)c1.Cl. Results: hERG_inhib (hERG inhibition (general)): blocker. (2) The molecule is COc1ccccc1OCC(O)Cn1c(=N)n(Cc2ccccc2)c2ccccc21.Cl. Results: hERG_inhib (hERG inhibition (general)): blocker. (3) The drug is Cc1occc1-c1nnc(SCC(=O)Nc2nccs2)n1CCc1ccccc1. Results: hERG_inhib (hERG inhibition (general)): blocker. (4) The compound is CC(C)C(=O)N1CCN(c2ccccc2NC(=O)c2ccc([N+](=O)[O-])o2)CC1. Results: hERG_inhib (hERG inhibition (general)): blocker. (5) The compound is COc1ccc(O)c(CN2CCCC(N3CCN(c4ccc(F)cc4)CC3)C2)c1. Results: hERG_inhib (hERG inhibition (general)): blocker. (6) The drug is COc1ccc(C(=O)C2CCCN(Cc3ccc(C#CCCO)cc3)C2)c(OC)c1. Results: hERG_inhib (hERG inhibition (general)): blocker.